This data is from Full USPTO retrosynthesis dataset with 1.9M reactions from patents (1976-2016). The task is: Predict the reactants needed to synthesize the given product. Given the product [C:60]([O:59][P:53]([O:24][CH2:23][C@@H:22]([N:18]1[C:19]2[C:14](=[CH:13][C:12]([C:9]3[CH:10]=[N:11][C:6]([NH:5][C:4]([NH:3][CH2:1][CH3:2])=[O:44])=[CH:7][C:8]=3[C:35]3[S:36][CH:37]=[C:38]([C:40]([F:41])([F:42])[F:43])[N:39]=3)=[CH:21][CH:20]=2)[C:15](=[O:34])[C:16]([C:29]([O:31][CH2:32][CH3:33])=[O:30])=[CH:17]1)[C:25]([CH3:28])([CH3:26])[CH3:27])([O:54][C:55]([CH3:56])([CH3:57])[CH3:58])=[O:69])([CH3:61])([CH3:62])[CH3:63], predict the reactants needed to synthesize it. The reactants are: [CH2:1]([NH:3][C:4](=[O:44])[NH:5][C:6]1[N:11]=[CH:10][C:9]([C:12]2[CH:13]=[C:14]3[C:19](=[CH:20][CH:21]=2)[N:18]([C@@H:22]([C:25]([CH3:28])([CH3:27])[CH3:26])[CH2:23][OH:24])[CH:17]=[C:16]([C:29]([O:31][CH2:32][CH3:33])=[O:30])[C:15]3=[O:34])=[C:8]([C:35]2[S:36][CH:37]=[C:38]([C:40]([F:43])([F:42])[F:41])[N:39]=2)[CH:7]=1)[CH3:2].N1C=NN=N1.C(N(CC)[P:53]([O:59][C:60]([CH3:63])([CH3:62])[CH3:61])[O:54][C:55]([CH3:58])([CH3:57])[CH3:56])C.OO.S(S([O-])=O)([O-])(=O)=[O:69].[Na+].[Na+].